This data is from Full USPTO retrosynthesis dataset with 1.9M reactions from patents (1976-2016). The task is: Predict the reactants needed to synthesize the given product. (1) Given the product [Cl:18][C:9]1[CH:10]=[C:11]([C:16]#[N:17])[C:12]([O:14][CH3:15])=[CH:13][C:8]=1[CH:7]=[CH2:6], predict the reactants needed to synthesize it. The reactants are: CS(O[CH2:6][CH2:7][C:8]1[CH:13]=[C:12]([O:14][CH3:15])[C:11]([C:16]#[N:17])=[CH:10][C:9]=1[Cl:18])(=O)=O.C1CCN2C(=NCCC2)CC1.C(OCC)(=O)C.CCCCCC. (2) Given the product [CH3:24][N:25]([CH3:26])[C:3]([C:5]1[N:6]=[CH:7][C:8]2[C:9](=[O:23])[N:10]([CH2:16][C:17]3[CH:18]=[CH:19][CH:20]=[CH:21][CH:22]=3)[CH:11]=[CH:12][C:13]=2[C:14]=1[OH:15])=[O:2], predict the reactants needed to synthesize it. The reactants are: C[O:2][C:3]([C:5]1[N:6]=[CH:7][C:8]2[C:9](=[O:23])[N:10]([CH2:16][C:17]3[CH:22]=[CH:21][CH:20]=[CH:19][CH:18]=3)[CH:11]=[CH:12][C:13]=2[C:14]=1[OH:15])=O.[CH3:24][NH:25][CH3:26].O. (3) Given the product [NH2:27][C:25]1[N:26]=[C:21]([N:18]2[CH2:19][CH2:20][N:15]([C:13](=[O:14])[CH2:55][O:54][C:53]3[CH:59]=[CH:60][C:50]([Cl:49])=[CH:51][CH:52]=3)[CH2:16][C@H:17]2[CH3:39])[C:22]2[N:31]=[C:30]([C:32]3[CH:33]=[CH:34][C:35]([F:38])=[CH:36][CH:37]=3)[CH:29]=[CH:28][C:23]=2[N:24]=1, predict the reactants needed to synthesize it. The reactants are: FC(F)(F)C(O)=O.C(O[C:13]([N:15]1[CH2:20][CH2:19][N:18]([C:21]2[C:22]3[N:31]=[C:30]([C:32]4[CH:37]=[CH:36][C:35]([F:38])=[CH:34][CH:33]=4)[CH:29]=[CH:28][C:23]=3[N:24]=[C:25]([NH2:27])[N:26]=2)[C@H:17]([CH3:39])[CH2:16]1)=[O:14])(C)(C)C.CCN(C(C)C)C(C)C.[Cl:49][C:50]1[CH:60]=[CH:59][C:53]([O:54][CH2:55]C(Cl)=O)=[CH:52][CH:51]=1. (4) Given the product [N+:14]([C:11]1[C:10]2[N:9]=[CH:8][CH:7]=[CH:6][C:5]=2[C:4]([OH:1])=[CH:13][CH:12]=1)([O-:16])=[O:15], predict the reactants needed to synthesize it. The reactants are: [OH-:1].[K+].Cl[C:4]1[CH:13]=[CH:12][C:11]([N+:14]([O-:16])=[O:15])=[C:10]2[C:5]=1[CH:6]=[CH:7][CH:8]=[N:9]2.